This data is from Catalyst prediction with 721,799 reactions and 888 catalyst types from USPTO. The task is: Predict which catalyst facilitates the given reaction. (1) Reactant: Cl[C:2]1[C:11]2[C:6](=[CH:7][C:8]([O:14][CH3:15])=[C:9]([O:12][CH3:13])[CH:10]=2)[N:5]=[CH:4][CH:3]=1.[CH3:16][C:17]1[CH:27]=[C:21]([C:22]([O:24][CH2:25][CH3:26])=[O:23])[C:20]([OH:28])=[CH:19][CH:18]=1. Product: [CH3:13][O:12][C:9]1[CH:10]=[C:11]2[C:6](=[CH:7][C:8]=1[O:14][CH3:15])[N:5]=[CH:4][CH:3]=[C:2]2[O:28][C:20]1[CH:19]=[CH:18][C:17]([CH3:16])=[CH:27][C:21]=1[C:22]([O:24][CH2:25][CH3:26])=[O:23]. The catalyst class is: 420. (2) Reactant: [Cl-].[Al+3].[Cl-].[Cl-].[C:5]1([CH3:14])[CH:10]=[CH:9][C:8]([C:11](Cl)=[O:12])=[CH:7][CH:6]=1.[C:15]1([S:21]([N:24]2[CH:28]=[CH:27][CH:26]=[CH:25]2)(=[O:23])=[O:22])[CH:20]=[CH:19][CH:18]=[CH:17][CH:16]=1. Product: [CH3:14][C:5]1[CH:10]=[CH:9][C:8]([C:11]([C:25]2[N:24]([S:21]([C:15]3[CH:20]=[CH:19][CH:18]=[CH:17][CH:16]=3)(=[O:22])=[O:23])[CH:28]=[CH:27][CH:26]=2)=[O:12])=[CH:7][CH:6]=1. The catalyst class is: 68. (3) Reactant: [CH2:1]([O:8][C:9]1[CH:10]=[C:11]2[C:16](=[CH:17][CH:18]=1)[N+:15]([O-])=[CH:14][C:13]1[N:20]=[C:21]3[CH2:26][O:25][CH2:24][C@H:23]([CH3:27])[N:22]3[C:12]2=1)[C:2]1[CH:7]=[CH:6][CH:5]=[CH:4][CH:3]=1.ClC(Cl)(Cl)C([N:32]=C=O)=O.C(Cl)(Cl)Cl. Product: [CH2:1]([O:8][C:9]1[CH:10]=[C:11]2[C:16](=[CH:17][CH:18]=1)[N:15]=[C:14]([NH2:32])[C:13]1[N:20]=[C:21]3[CH2:26][O:25][CH2:24][C@@H:23]([CH3:27])[N:22]3[C:12]2=1)[C:2]1[CH:7]=[CH:6][CH:5]=[CH:4][CH:3]=1. The catalyst class is: 4. (4) Reactant: O[CH2:2][CH2:3][C:4]1[CH:9]=[CH:8][C:7]([CH2:10][CH2:11][N:12]2[C:20](=[O:21])[C:19]3[C:14](=[CH:15][CH:16]=[CH:17][CH:18]=3)[C:13]2=[O:22])=[CH:6][CH:5]=1.P(Br)(Br)[Br:24]. Product: [Br:24][CH2:2][CH2:3][C:4]1[CH:9]=[CH:8][C:7]([CH2:10][CH2:11][N:12]2[C:20](=[O:21])[C:19]3[C:14](=[CH:15][CH:16]=[CH:17][CH:18]=3)[C:13]2=[O:22])=[CH:6][CH:5]=1. The catalyst class is: 133.